This data is from Peptide-MHC class I binding affinity with 185,985 pairs from IEDB/IMGT. The task is: Regression. Given a peptide amino acid sequence and an MHC pseudo amino acid sequence, predict their binding affinity value. This is MHC class I binding data. (1) The peptide sequence is NVTLFYCDER. The MHC is HLA-A03:01 with pseudo-sequence HLA-A03:01. The binding affinity (normalized) is 0.195. (2) The peptide sequence is IRQQIEEAT. The MHC is HLA-B27:05 with pseudo-sequence HLA-B27:05. The binding affinity (normalized) is 0.185. (3) The peptide sequence is YHSQGSWYK. The MHC is HLA-B57:01 with pseudo-sequence HLA-B57:01. The binding affinity (normalized) is 0.0847. (4) The peptide sequence is LYTVKYPNL. The MHC is HLA-A23:01 with pseudo-sequence HLA-A23:01. The binding affinity (normalized) is 0.497. (5) The peptide sequence is STEFIPNLF. The MHC is HLA-A01:01 with pseudo-sequence HLA-A01:01. The binding affinity (normalized) is 0.316. (6) The peptide sequence is VFYLYLTFYF. The MHC is Patr-A0901 with pseudo-sequence Patr-A0901. The binding affinity (normalized) is 0.534. (7) The peptide sequence is KLMPICMDV. The MHC is HLA-B27:05 with pseudo-sequence HLA-B27:05. The binding affinity (normalized) is 0.0847. (8) The peptide sequence is KVKYEGAGA. The MHC is HLA-A30:01 with pseudo-sequence HLA-A30:01. The binding affinity (normalized) is 0.555. (9) The peptide sequence is RIKQIINMW. The MHC is HLA-A02:02 with pseudo-sequence HLA-A02:02. The binding affinity (normalized) is 0.199.